This data is from NCI-60 drug combinations with 297,098 pairs across 59 cell lines. The task is: Regression. Given two drug SMILES strings and cell line genomic features, predict the synergy score measuring deviation from expected non-interaction effect. (1) Drug 1: C1=CC(=CC=C1CC(C(=O)O)N)N(CCCl)CCCl.Cl. Drug 2: C1CN(CCN1C(=O)CCBr)C(=O)CCBr. Cell line: LOX IMVI. Synergy scores: CSS=45.0, Synergy_ZIP=-7.30, Synergy_Bliss=-0.0482, Synergy_Loewe=2.34, Synergy_HSA=5.28. (2) Drug 1: C1CC(C1)(C(=O)O)C(=O)O.[NH2-].[NH2-].[Pt+2]. Drug 2: C1=NC2=C(N=C(N=C2N1C3C(C(C(O3)CO)O)F)Cl)N. Cell line: U251. Synergy scores: CSS=6.96, Synergy_ZIP=1.18, Synergy_Bliss=5.67, Synergy_Loewe=-0.931, Synergy_HSA=-3.21. (3) Drug 1: CC(C1=C(C=CC(=C1Cl)F)Cl)OC2=C(N=CC(=C2)C3=CN(N=C3)C4CCNCC4)N. Drug 2: CC1C(C(CC(O1)OC2CC(CC3=C2C(=C4C(=C3O)C(=O)C5=CC=CC=C5C4=O)O)(C(=O)C)O)N)O. Cell line: MALME-3M. Synergy scores: CSS=51.3, Synergy_ZIP=0.659, Synergy_Bliss=4.53, Synergy_Loewe=-15.2, Synergy_HSA=4.31. (4) Drug 1: CC1=C(C=C(C=C1)C(=O)NC2=CC(=CC(=C2)C(F)(F)F)N3C=C(N=C3)C)NC4=NC=CC(=N4)C5=CN=CC=C5. Drug 2: C1=CN(C=N1)CC(O)(P(=O)(O)O)P(=O)(O)O. Cell line: SR. Synergy scores: CSS=1.86, Synergy_ZIP=0.207, Synergy_Bliss=-3.19, Synergy_Loewe=-3.15, Synergy_HSA=-4.07. (5) Drug 1: CNC(=O)C1=CC=CC=C1SC2=CC3=C(C=C2)C(=NN3)C=CC4=CC=CC=N4. Drug 2: CC1=C(C=C(C=C1)C(=O)NC2=CC(=CC(=C2)C(F)(F)F)N3C=C(N=C3)C)NC4=NC=CC(=N4)C5=CN=CC=C5. Cell line: SW-620. Synergy scores: CSS=-6.63, Synergy_ZIP=1.56, Synergy_Bliss=-2.43, Synergy_Loewe=-9.66, Synergy_HSA=-7.55. (6) Drug 1: CNC(=O)C1=NC=CC(=C1)OC2=CC=C(C=C2)NC(=O)NC3=CC(=C(C=C3)Cl)C(F)(F)F. Drug 2: C1CC(=O)NC(=O)C1N2C(=O)C3=CC=CC=C3C2=O. Cell line: OVCAR-5. Synergy scores: CSS=-0.189, Synergy_ZIP=7.87, Synergy_Bliss=-2.20, Synergy_Loewe=-11.9, Synergy_HSA=-0.275. (7) Drug 1: C1=CC=C(C=C1)NC(=O)CCCCCCC(=O)NO. Drug 2: C1CN1C2=NC(=NC(=N2)N3CC3)N4CC4. Cell line: CAKI-1. Synergy scores: CSS=70.7, Synergy_ZIP=-1.25, Synergy_Bliss=-2.77, Synergy_Loewe=1.63, Synergy_HSA=5.70.